Dataset: Forward reaction prediction with 1.9M reactions from USPTO patents (1976-2016). Task: Predict the product of the given reaction. (1) Given the reactants Cl.[CH:2]1[C:12]2[CH:11]=[CH:10][C:9]3[CH:13]=[CH:14][CH:15]=[CH:16][C:8]=3[CH:7]([CH:17]3[C:22](=[O:23])[CH2:21][CH2:20][NH:19][CH2:18]3)[C:6]=2[CH:5]=[CH:4][CH:3]=1.C(NCC)(C)C.[OH:30][C:31]1[CH:38]=[CH:37][C:34]([CH2:35]O)=[CH:33][CH:32]=1, predict the reaction product. The product is: [CH:2]1[C:12]2[CH:11]=[CH:10][C:9]3[CH:13]=[CH:14][CH:15]=[CH:16][C:8]=3[CH:7]([CH:17]3[C:22](=[O:23])[CH2:21][CH2:20][N:19]([CH2:35][C:34]4[CH:37]=[CH:38][C:31]([OH:30])=[CH:32][CH:33]=4)[CH2:18]3)[C:6]=2[CH:5]=[CH:4][CH:3]=1. (2) Given the reactants [OH:1][C:2]1[CH:11]=[CH:10][C:5]2[C:6](=[O:9])[CH2:7][O:8][C:4]=2[CH:3]=1.N1C=CC=CC=1.[F:18][C:19]([F:32])([F:31])[S:20](O[S:20]([C:19]([F:32])([F:31])[F:18])(=[O:22])=[O:21])(=[O:22])=[O:21], predict the reaction product. The product is: [F:18][C:19]([F:32])([F:31])[S:20]([O:1][C:2]1[CH:11]=[CH:10][C:5]2[C:6](=[O:9])[CH2:7][O:8][C:4]=2[CH:3]=1)(=[O:22])=[O:21].